From a dataset of Full USPTO retrosynthesis dataset with 1.9M reactions from patents (1976-2016). Predict the reactants needed to synthesize the given product. Given the product [C:1]1([CH2:14][N:26]([CH:24]2[C:25]3[N:16]=[CH:17][CH:18]=[CH:19][C:20]=3[CH2:21][CH2:22][CH2:23]2)[CH2:27][CH2:28][CH2:29][CH2:30][NH:31][C:32](=[O:38])[O:33][C:34]([CH3:37])([CH3:36])[CH3:35])[C:6]2[NH:7][C:8]3[C:13]([C:5]=2[CH:4]=[CH:3][N:2]=1)=[CH:12][CH:11]=[CH:10][CH:9]=3, predict the reactants needed to synthesize it. The reactants are: [C:1]1([CH:14]=O)[C:6]2[NH:7][C:8]3[C:13]([C:5]=2[CH:4]=[CH:3][N:2]=1)=[CH:12][CH:11]=[CH:10][CH:9]=3.[N:16]1[C:25]2[CH:24]([NH:26][CH2:27][CH2:28][CH2:29][CH2:30][NH:31][C:32](=[O:38])[O:33][C:34]([CH3:37])([CH3:36])[CH3:35])[CH2:23][CH2:22][CH2:21][C:20]=2[CH:19]=[CH:18][CH:17]=1.C(O[BH-](OC(=O)C)OC(=O)C)(=O)C.[Na+].C(=O)(O)[O-].[Na+].